Dataset: Full USPTO retrosynthesis dataset with 1.9M reactions from patents (1976-2016). Task: Predict the reactants needed to synthesize the given product. (1) Given the product [C:1]([O:5][C:6]([N:8]1[CH2:12][CH:11]([N:13]([CH2:22][C:23]2[CH:28]=[CH:27][C:26]([F:29])=[CH:25][C:24]=2[F:30])[C:14]([O:16][CH2:17][C:18]([Cl:20])([Cl:19])[Cl:21])=[O:15])[CH2:10][CH:9]1[C:31]([N:55]1[CH2:54][CH2:53][N:52]([C:47]2[CH:48]=[CH:49][CH:50]=[CH:51][C:46]=2[C:44]#[N:45])[CH2:57][CH2:56]1)=[O:33])=[O:7])([CH3:2])([CH3:3])[CH3:4], predict the reactants needed to synthesize it. The reactants are: [C:1]([O:5][C:6]([N:8]1[CH2:12][CH:11]([N:13]([CH2:22][C:23]2[CH:28]=[CH:27][C:26]([F:29])=[CH:25][C:24]=2[F:30])[C:14]([O:16][CH2:17][C:18]([Cl:21])([Cl:20])[Cl:19])=[O:15])[CH2:10][CH:9]1[C:31]([OH:33])=O)=[O:7])([CH3:4])([CH3:3])[CH3:2].C1C=CC2N(O)N=NC=2C=1.[C:44]([C:46]1[CH:51]=[CH:50][CH:49]=[CH:48][C:47]=1[N:52]1[CH2:57][CH2:56][NH:55][CH2:54][CH2:53]1)#[N:45].CCN(CC)CC.CCN=C=NCCCN(C)C.Cl. (2) Given the product [CH3:16][N:14]1[CH2:15][C@@H:5]2[C@H:6]([C:7]3[CH:12]=[CH:11][CH:10]=[CH:9][C:8]=3[CH2:2][NH:3][CH2:4]2)[CH2:13]1, predict the reactants needed to synthesize it. The reactants are: O=[C:2]1[C:8]2[CH:9]=[CH:10][CH:11]=[CH:12][C:7]=2[C@@H:6]2[CH2:13][N:14]([C:16](OC(C)(C)C)=O)[CH2:15][C@H:5]2[CH2:4][NH:3]1.[H-].[Al+3].[Li+].[H-].[H-].[H-].O. (3) Given the product [Cl:1][C:2]1[CH:3]=[CH:4][C:5]([CH2:8][CH2:9][CH2:10][OH:11])=[CH:6][CH:7]=1, predict the reactants needed to synthesize it. The reactants are: [Cl:1][C:2]1[CH:7]=[CH:6][C:5]([CH2:8][CH2:9][C:10](O)=[O:11])=[CH:4][CH:3]=1.S(Cl)(Cl)=O. (4) Given the product [Cl:36][C:33]1[CH:34]=[C:35]2[NH:6][C:7](=[O:37])[C:8]3([CH:13]([C:14]4[CH:19]=[CH:18][CH:17]=[C:16]([Cl:20])[CH:15]=4)[CH2:12][C:11](=[O:21])[NH:10][CH:9]3[C:22]3[C:23]([CH3:29])=[CH:24][CH:25]=[CH:26][C:27]=3[CH3:28])[C:30]2=[CH:31][CH:32]=1, predict the reactants needed to synthesize it. The reactants are: C(OC([N:6]1[C:35]2[C:30](=[CH:31][CH:32]=[C:33]([Cl:36])[CH:34]=2)[C@@:8]2([C@H:13]([C:14]3[CH:19]=[CH:18][CH:17]=[C:16]([Cl:20])[CH:15]=3)[CH2:12][C:11](=[O:21])[NH:10][C@@H:9]2[C:22]2[C:27]([CH3:28])=[CH:26][CH:25]=[CH:24][C:23]=2[CH3:29])[C:7]1=[O:37])=O)C.[OH-].[Na+]. (5) The reactants are: [F:1][C:2]1[C:7]2[N:8]=[N:9][S:10][C:6]=2[CH:5]=[C:4]([C:11](O)=[O:12])[C:3]=1[NH:14][C:15]1[CH:20]=[CH:19][C:18]([I:21])=[CH:17][C:16]=1[F:22].C1C=CC2N(O)N=NC=2C=1.CCN=C=NCCCN(C)C.[CH3:44][C:45]1([CH3:53])[O:49][CH:48]([CH2:50][O:51][NH2:52])[CH2:47][O:46]1.[NH4+].[Cl-]. Given the product [CH3:44][C:45]1([CH3:53])[O:49][CH:48]([CH2:50][O:51][NH:52][C:11]([C:4]2[C:3]([NH:14][C:15]3[CH:20]=[CH:19][C:18]([I:21])=[CH:17][C:16]=3[F:22])=[C:2]([F:1])[C:7]3[N:8]=[N:9][S:10][C:6]=3[CH:5]=2)=[O:12])[CH2:47][O:46]1, predict the reactants needed to synthesize it. (6) Given the product [F:1][C:2]([F:7])([F:6])[C:3]([OH:5])=[O:4].[F:8][C:9]([F:14])([F:13])[C:10]([OH:12])=[O:11].[NH2:44][C:40]1[N:39]=[C:38]2[NH:37][N:36]=[C:35]([CH2:34][N:30]3[C:29]4[CH:28]=[CH:27][C:26]([Cl:63])=[C:25]([O:24][C:22]5[CH:21]=[C:18]([CH:17]=[C:16]([Cl:15])[CH:23]=5)[C:19]#[N:20])[C:33]=4[N:32]=[CH:31]3)[C:43]2=[CH:42][CH:41]=1, predict the reactants needed to synthesize it. The reactants are: [F:1][C:2]([F:7])([F:6])[C:3]([OH:5])=[O:4].[F:8][C:9]([F:14])([F:13])[C:10]([OH:12])=[O:11].[Cl:15][C:16]1[CH:17]=[C:18]([CH:21]=[C:22]([O:24][C:25]2[C:33]3[N:32]=[CH:31][N:30]([CH2:34][C:35]4[C:43]5[C:38](=[N:39][C:40]([NH:44]CC6C=CC(OC)=CC=6)=[CH:41][CH:42]=5)[N:37](CC5C=CC(OC)=CC=5)[N:36]=4)[C:29]=3[CH:28]=[CH:27][C:26]=2[Cl:63])[CH:23]=1)[C:19]#[N:20]. (7) The reactants are: [F:1][C:2]1[CH:7]=[C:6]([CH3:8])[CH:5]=[CH:4][C:3]=1[S:9](Cl)(=[O:11])=[O:10].[NH2:13][C:14]1[CH:18]=[CH:17][S:16][C:15]=1[C:19]([O:21][CH3:22])=[O:20]. Given the product [F:1][C:2]1[CH:7]=[C:6]([CH3:8])[CH:5]=[CH:4][C:3]=1[S:9]([NH:13][C:14]1[CH:18]=[CH:17][S:16][C:15]=1[C:19]([O:21][CH3:22])=[O:20])(=[O:11])=[O:10], predict the reactants needed to synthesize it. (8) Given the product [CH:3]1([CH2:2][O:11][CH2:10][CH2:9][OH:12])[CH2:8][CH2:7][CH2:6][CH2:5][CH2:4]1, predict the reactants needed to synthesize it. The reactants are: Br[CH2:2][CH:3]1[CH2:8][CH2:7][CH2:6][CH2:5][CH2:4]1.[CH2:9]([OH:12])[CH2:10][OH:11].[OH-].[Na+]. (9) Given the product [F:7][CH2:11][C:12]1[CH:21]=[CH:20][C:19]2[C:14](=[CH:15][CH:16]=[CH:17][C:18]=2[N:22]2[CH2:27][CH2:26][N:25]([C:28]([O:30][C:31]([CH3:34])([CH3:33])[CH3:32])=[O:29])[CH2:24][CH2:23]2)[N:13]=1, predict the reactants needed to synthesize it. The reactants are: CCN(S(F)(F)[F:7])CC.O[CH2:11][C:12]1[CH:21]=[CH:20][C:19]2[C:14](=[CH:15][CH:16]=[CH:17][C:18]=2[N:22]2[CH2:27][CH2:26][N:25]([C:28]([O:30][C:31]([CH3:34])([CH3:33])[CH3:32])=[O:29])[CH2:24][CH2:23]2)[N:13]=1. (10) Given the product [Br:1][C:2]1[CH:9]=[C:8]2[C:5]([C:6]([NH2:7])=[N:12][NH:13]2)=[CH:4][CH:3]=1, predict the reactants needed to synthesize it. The reactants are: [Br:1][C:2]1[CH:9]=[CH:8][C:5]([C:6]#[N:7])=[C:4](F)[CH:3]=1.O.[NH2:12][NH2:13].